This data is from Catalyst prediction with 721,799 reactions and 888 catalyst types from USPTO. The task is: Predict which catalyst facilitates the given reaction. (1) Reactant: [Cl:1][C:2]1[CH:7]=[CH:6][CH:5]=[CH:4][C:3]=1[C:8]1[CH:9]=[N:10][C:11]2[N:12]([N:24]=[C:25](SC)[C:26]=2[C:27]([O:29][CH2:30][CH3:31])=[O:28])[C:13]=1[C:14]1[CH:19]=[CH:18][C:17]([C:20]([F:23])([F:22])[F:21])=[CH:16][CH:15]=1.Cl[C:35]1C=CC=C(C(OO)=O)C=1.[S:45]([O-:49])([O-])(=[O:47])=S.[Na+].[Na+]. Product: [Cl:1][C:2]1[CH:7]=[CH:6][CH:5]=[CH:4][C:3]=1[C:8]1[CH:9]=[N:10][C:11]2[N:12]([N:24]=[C:25]([S:45]([CH3:35])(=[O:49])=[O:47])[C:26]=2[C:27]([O:29][CH2:30][CH3:31])=[O:28])[C:13]=1[C:14]1[CH:15]=[CH:16][C:17]([C:20]([F:22])([F:21])[F:23])=[CH:18][CH:19]=1. The catalyst class is: 2. (2) Reactant: [CH3:1][NH:2][C@@H:3]1[CH2:7][CH2:6][N:5]([C:8]2[C:9]3[CH:16]=[CH:15][NH:14][C:10]=3[N:11]=[CH:12][N:13]=2)[CH2:4]1.[C:17]([CH2:19][C:20]([OH:22])=O)#[N:18].CN(C(ON1N=NC2C=CC=NC1=2)=[N+](C)C)C.F[P-](F)(F)(F)(F)F.CCN(C(C)C)C(C)C. Product: [N:11]1[C:10]2[NH:14][CH:15]=[CH:16][C:9]=2[C:8]([N:5]2[CH2:6][CH2:7][C@@H:3]([N:2]([CH3:1])[C:20](=[O:22])[CH2:19][C:17]#[N:18])[CH2:4]2)=[N:13][CH:12]=1. The catalyst class is: 1. (3) Product: [CH3:13][O:12][C:9]1[CH:10]=[C:11]2[C:6](=[CH:7][C:8]=1[O:14][CH3:15])[N:5]=[CH:4][CH:3]=[C:2]2[O:33][C:28]1[CH:29]=[CH:30][CH:31]=[CH:32][C:27]=1[C:25](=[O:26])[CH:24]=[CH:23][C:18]1[CH:19]=[CH:20][CH:21]=[CH:22][CH:17]=1. Reactant: Cl[C:2]1[C:11]2[C:6](=[CH:7][C:8]([O:14][CH3:15])=[C:9]([O:12][CH3:13])[CH:10]=2)[N:5]=[CH:4][CH:3]=1.O[C:17]1[CH:22]=[CH:21][CH:20]=[CH:19][C:18]=1[CH:23]=[CH:24][C:25]([C:27]1[CH:32]=[CH:31][CH:30]=[CH:29][CH:28]=1)=[O:26].[OH2:33]. The catalyst class is: 420. (4) Reactant: [N:1]([CH2:4][C@@H:5]1[CH2:7][C@H:6]1[C:8]([O:10][CH2:11][CH3:12])=[O:9])=[N+]=[N-].[H][H]. Product: [NH2:1][CH2:4][C@@H:5]1[CH2:7][C@H:6]1[C:8]([O:10][CH2:11][CH3:12])=[O:9]. The catalyst class is: 43.